From a dataset of NCI-60 drug combinations with 297,098 pairs across 59 cell lines. Regression. Given two drug SMILES strings and cell line genomic features, predict the synergy score measuring deviation from expected non-interaction effect. (1) Drug 1: CC12CCC3C(C1CCC2O)C(CC4=C3C=CC(=C4)O)CCCCCCCCCS(=O)CCCC(C(F)(F)F)(F)F. Drug 2: C(CC(=O)O)C(=O)CN.Cl. Cell line: UACC62. Synergy scores: CSS=-1.79, Synergy_ZIP=1.21, Synergy_Bliss=-1.18, Synergy_Loewe=-2.70, Synergy_HSA=-3.26. (2) Drug 1: CC(C1=C(C=CC(=C1Cl)F)Cl)OC2=C(N=CC(=C2)C3=CN(N=C3)C4CCNCC4)N. Drug 2: CC1CCC2CC(C(=CC=CC=CC(CC(C(=O)C(C(C(=CC(C(=O)CC(OC(=O)C3CCCCN3C(=O)C(=O)C1(O2)O)C(C)CC4CCC(C(C4)OC)O)C)C)O)OC)C)C)C)OC. Cell line: MCF7. Synergy scores: CSS=35.1, Synergy_ZIP=5.70, Synergy_Bliss=6.26, Synergy_Loewe=-3.44, Synergy_HSA=8.41. (3) Drug 1: CC1C(C(=O)NC(C(=O)N2CCCC2C(=O)N(CC(=O)N(C(C(=O)O1)C(C)C)C)C)C(C)C)NC(=O)C3=C4C(=C(C=C3)C)OC5=C(C(=O)C(=C(C5=N4)C(=O)NC6C(OC(=O)C(N(C(=O)CN(C(=O)C7CCCN7C(=O)C(NC6=O)C(C)C)C)C)C(C)C)C)N)C. Drug 2: CCC(=C(C1=CC=CC=C1)C2=CC=C(C=C2)OCCN(C)C)C3=CC=CC=C3.C(C(=O)O)C(CC(=O)O)(C(=O)O)O. Cell line: MALME-3M. Synergy scores: CSS=24.2, Synergy_ZIP=15.9, Synergy_Bliss=22.2, Synergy_Loewe=-7.45, Synergy_HSA=14.2. (4) Drug 1: CC(C1=C(C=CC(=C1Cl)F)Cl)OC2=C(N=CC(=C2)C3=CN(N=C3)C4CCNCC4)N. Drug 2: CC(C)CN1C=NC2=C1C3=CC=CC=C3N=C2N. Cell line: UACC62. Synergy scores: CSS=1.89, Synergy_ZIP=-0.661, Synergy_Bliss=-1.87, Synergy_Loewe=-8.67, Synergy_HSA=-4.08. (5) Drug 1: CC12CCC3C(C1CCC2NC(=O)OCC(F)(F)F)CCC4C3(C=CC(=O)N4C)C. Drug 2: B(C(CC(C)C)NC(=O)C(CC1=CC=CC=C1)NC(=O)C2=NC=CN=C2)(O)O. Synergy scores: CSS=67.6, Synergy_ZIP=2.82, Synergy_Bliss=2.69, Synergy_Loewe=-21.0, Synergy_HSA=5.10. Cell line: NCI-H460. (6) Drug 2: CN1C2=C(C=C(C=C2)N(CCCl)CCCl)N=C1CCCC(=O)O.Cl. Drug 1: C1CC(=O)NC(=O)C1N2CC3=C(C2=O)C=CC=C3N. Synergy scores: CSS=5.17, Synergy_ZIP=-2.60, Synergy_Bliss=-0.438, Synergy_Loewe=-0.0951, Synergy_HSA=-0.0586. Cell line: SF-539.